This data is from Catalyst prediction with 721,799 reactions and 888 catalyst types from USPTO. The task is: Predict which catalyst facilitates the given reaction. (1) Reactant: CC1(C)C(C)(C)OB([C:9]2[CH:10]=[C:11]([CH:28]=[CH:29][CH:30]=2)[C:12]([N:14]2[CH2:20][CH2:19][CH2:18][N:17]([C:21]([O:23][C:24]([CH3:27])([CH3:26])[CH3:25])=[O:22])[CH2:16][CH2:15]2)=[O:13])O1.[Br:32][C:33]1[C:34]2[N:35]([N:40]=[CH:41][N:42]=2)[CH:36]=[C:37](I)[CH:38]=1.C([O-])([O-])=O.[Na+].[Na+].O. Product: [Br:32][C:33]1[C:34]2[N:35]([N:40]=[CH:41][N:42]=2)[CH:36]=[C:37]([C:9]2[CH:10]=[C:11]([CH:28]=[CH:29][CH:30]=2)[C:12]([N:14]2[CH2:20][CH2:19][CH2:18][N:17]([C:21]([O:23][C:24]([CH3:26])([CH3:25])[CH3:27])=[O:22])[CH2:16][CH2:15]2)=[O:13])[CH:38]=1. The catalyst class is: 77. (2) Reactant: [CH3:1][C:2]1([C:18]([O:20][CH2:21][CH3:22])=[O:19])[CH2:7][CH2:6][CH:5]([O:8][C:9]2[CH:14]=[CH:13][C:12]([N+:15]([O-])=O)=[CH:11][N:10]=2)[CH2:4][CH2:3]1. Product: [NH2:15][C:12]1[CH:13]=[CH:14][C:9]([O:8][CH:5]2[CH2:6][CH2:7][C:2]([CH3:1])([C:18]([O:20][CH2:21][CH3:22])=[O:19])[CH2:3][CH2:4]2)=[N:10][CH:11]=1. The catalyst class is: 29. (3) Reactant: [Cl:1][C:2]1[CH:7]=[C:6]([C:8]2[O:12][N:11]=[C:10]([C:13]3[N:14]=[C:15]4[C:20]([Cl:21])=[CH:19][C:18]([C:22]([F:25])([F:24])[F:23])=[CH:17][N:16]4[CH:26]=3)[N:9]=2)[C:5]([Cl:27])=[CH:4][C:3]=1[CH2:28][CH2:29][C:30]([O:32]C)=[O:31].O.[OH-].[Li+]. Product: [Cl:1][C:2]1[CH:7]=[C:6]([C:8]2[O:12][N:11]=[C:10]([C:13]3[N:14]=[C:15]4[C:20]([Cl:21])=[CH:19][C:18]([C:22]([F:24])([F:23])[F:25])=[CH:17][N:16]4[CH:26]=3)[N:9]=2)[C:5]([Cl:27])=[CH:4][C:3]=1[CH2:28][CH2:29][C:30]([OH:32])=[O:31]. The catalyst class is: 1. (4) Reactant: [Cl:1][C:2]1[N:7]=[C:6]2[N:8]([CH:11]([CH3:13])[CH3:12])[CH:9]=[N:10][C:5]2=[C:4](Cl)[CH:3]=1.[NH2:15][CH2:16][CH2:17][C:18]1[CH:23]=[CH:22][C:21]([OH:24])=[CH:20][CH:19]=1. Product: [Cl:1][C:2]1[N:7]=[C:6]2[N:8]([CH:11]([CH3:13])[CH3:12])[CH:9]=[N:10][C:5]2=[C:4]([NH:15][CH2:16][CH2:17][C:18]2[CH:23]=[CH:22][C:21]([OH:24])=[CH:20][CH:19]=2)[CH:3]=1. The catalyst class is: 41. (5) Reactant: [NH2:1][C:2]1[C:11]2[C:6](=[C:7]([C:13]3[C:18]([CH3:19])=[CH:17][C:16](/[CH:20]=[CH:21]/[C:22]#[N:23])=[CH:15][C:14]=3[CH3:24])[CH:8]=[C:9]([Br:12])[CH:10]=2)[N:5]=[C:4](Cl)[N:3]=1.[NH2:26][C:27]1[CH:34]=[CH:33][C:30]([C:31]#[N:32])=[CH:29][CH:28]=1. Product: [NH2:1][C:2]1[C:11]2[C:6](=[C:7]([C:13]3[C:18]([CH3:19])=[CH:17][C:16](/[CH:20]=[CH:21]/[C:22]#[N:23])=[CH:15][C:14]=3[CH3:24])[CH:8]=[C:9]([Br:12])[CH:10]=2)[N:5]=[C:4]([NH:26][C:27]2[CH:34]=[CH:33][C:30]([C:31]#[N:32])=[CH:29][CH:28]=2)[N:3]=1. The catalyst class is: 32. (6) Reactant: Cl[CH2:2][C:3]([N:5]1[CH2:10][CH2:9][CH:8]([CH2:11][CH2:12][O:13][C:14]2[CH:19]=[CH:18][C:17]([C:20]3[N:25]=[C:24]([C:26]#[N:27])[C:23]4[N:28]=[CH:29][N:30]([CH3:31])[C:22]=4[CH:21]=3)=[CH:16][C:15]=2[C:32]([F:35])([F:34])[F:33])[CH2:7][CH2:6]1)=[O:4].[CH:36]([N:39]([CH:42]([CH3:44])C)CC)([CH3:38])C.N1CCCC1. Product: [CH3:31][N:30]1[C:22]2[CH:21]=[C:20]([C:17]3[CH:18]=[CH:19][C:14]([O:13][CH2:12][CH2:11][CH:8]4[CH2:7][CH2:6][N:5]([C:3](=[O:4])[CH2:2][N:39]5[CH2:36][CH2:38][CH2:44][CH2:42]5)[CH2:10][CH2:9]4)=[C:15]([C:32]([F:34])([F:33])[F:35])[CH:16]=3)[N:25]=[C:24]([C:26]#[N:27])[C:23]=2[N:28]=[CH:29]1. The catalyst class is: 5. (7) Product: [C:8]([C:12]1[CH:17]=[CH:16][C:15]([NH:18][C:19]2[C:20]3[CH2:30][CH2:29][NH:28][CH2:27][C:21]=3[N:22]=[C:23]([S:25][CH3:26])[N:24]=2)=[CH:14][CH:13]=1)([CH3:11])([CH3:9])[CH3:10]. Reactant: ClC(OC(Cl)C)=O.[C:8]([C:12]1[CH:17]=[CH:16][C:15]([NH:18][C:19]2[C:20]3[CH2:30][CH2:29][N:28](CC4C=CC=CC=4)[CH2:27][C:21]=3[N:22]=[C:23]([S:25][CH3:26])[N:24]=2)=[CH:14][CH:13]=1)([CH3:11])([CH3:10])[CH3:9].C(N(C(C)C)CC)(C)C. The catalyst class is: 26.